Predict the reaction yield, written as a fraction of the theoretical maximum amount of product (1.0 means a 100% yield; for example, 0.34 means a 34% yield). From a dataset of Reaction yield outcomes from USPTO patents with 853,638 reactions. (1) The reactants are Br[C:2]1[CH:9]=[CH:8][C:5]([C:6]#[N:7])=[C:4]([O:10][CH3:11])[CH:3]=1.[NH2:12][C@H:13]1[CH2:18][CH2:17][C@H:16]([NH:19][C:20](=[O:26])[O:21][C:22]([CH3:25])([CH3:24])[CH3:23])[CH2:15][CH2:14]1.CC(C)([O-])C.[Na+]. The catalyst is C1(C)C=CC=CC=1.C1C=CC(/C=C/C(/C=C/C2C=CC=CC=2)=O)=CC=1.C1C=CC(/C=C/C(/C=C/C2C=CC=CC=2)=O)=CC=1.C1C=CC(/C=C/C(/C=C/C2C=CC=CC=2)=O)=CC=1.[Pd].[Pd].C1(P(C2C=CC=CC=2)C2C=CC3C(=CC=CC=3)C=2C2C3C(=CC=CC=3)C=CC=2P(C2C=CC=CC=2)C2C=CC=CC=2)C=CC=CC=1. The product is [C:6]([C:5]1[CH:8]=[CH:9][C:2]([NH:12][C@H:13]2[CH2:18][CH2:17][C@H:16]([NH:19][C:20](=[O:26])[O:21][C:22]([CH3:24])([CH3:23])[CH3:25])[CH2:15][CH2:14]2)=[CH:3][C:4]=1[O:10][CH3:11])#[N:7]. The yield is 0.690. (2) The reactants are [Br:1][C:2]1[CH:3]=[CH:4][C:5]([CH2:8]O)=[N:6][CH:7]=1.S(Cl)([Cl:12])=O. The yield is 0.960. The catalyst is C(Cl)Cl.O. The product is [ClH:12].[Br:1][C:2]1[CH:3]=[CH:4][C:5]([CH2:8][Cl:12])=[N:6][CH:7]=1.